This data is from Forward reaction prediction with 1.9M reactions from USPTO patents (1976-2016). The task is: Predict the product of the given reaction. (1) Given the reactants [CH2:1]([S:3]([C:6]1[N:7]=[CH:8][N:9]2[CH:13]=[CH:12][S:11][C:10]=12)(=[O:5])=[O:4])[CH3:2].C([Li])CCC.CCCCCC.[CH2:25]([Sn:29](Cl)([CH2:34][CH2:35][CH2:36][CH3:37])[CH2:30][CH2:31][CH2:32][CH3:33])[CH2:26][CH2:27][CH3:28].[Cl-].[NH4+], predict the reaction product. The product is: [CH2:1]([S:3]([C:6]1[N:7]=[CH:8][N:9]2[CH:13]=[C:12]([Sn:29]([CH2:30][CH2:31][CH2:32][CH3:33])([CH2:34][CH2:35][CH2:36][CH3:37])[CH2:25][CH2:26][CH2:27][CH3:28])[S:11][C:10]=12)(=[O:4])=[O:5])[CH3:2]. (2) Given the reactants [N+:1]([C:4]1[CH:5]=[CH:6][C:7]([S:10][C:11]2[CH:16]=[CH:15][C:14]([CH2:17][CH2:18][C:19]([O:21][CH3:22])=[O:20])=[CH:13][CH:12]=2)=[N:8][CH:9]=1)([O-])=O.[BH4-].[Na+], predict the reaction product. The product is: [NH2:1][C:4]1[CH:5]=[CH:6][C:7]([S:10][C:11]2[CH:16]=[CH:15][C:14]([CH2:17][CH2:18][C:19]([O:21][CH3:22])=[O:20])=[CH:13][CH:12]=2)=[N:8][CH:9]=1. (3) Given the reactants [OH:1][CH:2]1[CH2:7][CH2:6][NH:5][CH2:4][CH2:3]1.C(Cl)Cl.C1COCC1.[C:16](O[C:16]([O:18][C:19]([CH3:22])([CH3:21])[CH3:20])=[O:17])([O:18][C:19]([CH3:22])([CH3:21])[CH3:20])=[O:17], predict the reaction product. The product is: [C:16]([N:5]1[CH2:6][CH2:7][CH:2]([OH:1])[CH2:3][CH2:4]1)([O:18][C:19]([CH3:22])([CH3:21])[CH3:20])=[O:17]. (4) Given the reactants [F:1][C:2]([F:21])([F:20])[C@@H:3]([OH:19])[CH2:4][N:5]1[CH2:10][CH2:9][CH2:8][C@@H:7]([C:11]2[CH:16]=[CH:15][CH:14]=[C:13]([O:17][CH3:18])[CH:12]=2)[CH2:6]1.[Cl:22][C:23]1[CH:28]=[CH:27][C:26]([N:29]=[C:30]=[O:31])=[CH:25][CH:24]=1, predict the reaction product. The product is: [ClH:22].[F:21][C:2]([F:1])([F:20])[C@@H:3]([O:19][C:30](=[O:31])[NH:29][C:26]1[CH:27]=[CH:28][C:23]([Cl:22])=[CH:24][CH:25]=1)[CH2:4][N:5]1[CH2:10][CH2:9][CH2:8][C@@H:7]([C:11]2[CH:16]=[CH:15][CH:14]=[C:13]([O:17][CH3:18])[CH:12]=2)[CH2:6]1. (5) Given the reactants [Cl:1][C:2]1[CH:7]=[C:6]([S:8][CH:9]([F:11])[F:10])[CH:5]=[CH:4][C:3]=1[N:12]([CH3:26])[C:13]([NH:15][C:16](=[O:25])[C:17]1[C:22]([F:23])=[CH:21][CH:20]=[CH:19][C:18]=1[F:24])=[O:14].[CH3:27]I.[H-].[Na+].[Cl-].[NH4+], predict the reaction product. The product is: [Cl:1][C:2]1[CH:7]=[C:6]([S:8][CH:9]([F:11])[F:10])[CH:5]=[CH:4][C:3]=1[N:12]([CH3:26])[C:13]([N:15]([C:16](=[O:25])[C:17]1[C:18]([F:24])=[CH:19][CH:20]=[CH:21][C:22]=1[F:23])[CH3:27])=[O:14]. (6) Given the reactants C(OC(=O)[NH:7][CH:8]1[CH2:13][CH2:12][N:11]([C:14]2[C:33]([C:34](=[O:45])[NH:35][C:36]3[CH:44]=[C:43]4[C:39]([CH:40]=[N:41][NH:42]4)=[CH:38][CH:37]=3)=[CH:32][C:17]3[N:18]=[C:19]([NH:21][C:22]4[CH:27]=[CH:26][CH:25]=[CH:24][C:23]=4[C:28]([F:31])([F:30])[F:29])[NH:20][C:16]=3[CH:15]=2)[CH2:10][CH2:9]1)(C)(C)C.Cl, predict the reaction product. The product is: [NH:42]1[C:43]2[C:39](=[CH:38][CH:37]=[C:36]([NH:35][C:34]([C:33]3[C:14]([N:11]4[CH2:10][CH2:9][CH:8]([NH2:7])[CH2:13][CH2:12]4)=[CH:15][C:16]4[NH:20][C:19]([NH:21][C:22]5[CH:27]=[CH:26][CH:25]=[CH:24][C:23]=5[C:28]([F:30])([F:31])[F:29])=[N:18][C:17]=4[CH:32]=3)=[O:45])[CH:44]=2)[CH:40]=[N:41]1.